Dataset: NCI-60 drug combinations with 297,098 pairs across 59 cell lines. Task: Regression. Given two drug SMILES strings and cell line genomic features, predict the synergy score measuring deviation from expected non-interaction effect. (1) Drug 1: C1C(C(OC1N2C=C(C(=O)NC2=O)F)CO)O. Drug 2: CN(C(=O)NC(C=O)C(C(C(CO)O)O)O)N=O. Cell line: UACC-257. Synergy scores: CSS=5.56, Synergy_ZIP=-2.86, Synergy_Bliss=-1.50, Synergy_Loewe=-7.06, Synergy_HSA=-0.908. (2) Drug 1: CNC(=O)C1=CC=CC=C1SC2=CC3=C(C=C2)C(=NN3)C=CC4=CC=CC=N4. Drug 2: CCCCC(=O)OCC(=O)C1(CC(C2=C(C1)C(=C3C(=C2O)C(=O)C4=C(C3=O)C=CC=C4OC)O)OC5CC(C(C(O5)C)O)NC(=O)C(F)(F)F)O. Cell line: NCI-H226. Synergy scores: CSS=3.19, Synergy_ZIP=-0.769, Synergy_Bliss=-0.484, Synergy_Loewe=-1.45, Synergy_HSA=-1.66. (3) Drug 1: C1CCC(CC1)NC(=O)N(CCCl)N=O. Drug 2: CC(C)CN1C=NC2=C1C3=CC=CC=C3N=C2N. Cell line: COLO 205. Synergy scores: CSS=10.5, Synergy_ZIP=-4.05, Synergy_Bliss=4.06, Synergy_Loewe=3.31, Synergy_HSA=3.23. (4) Drug 1: C1CC(=O)NC(=O)C1N2CC3=C(C2=O)C=CC=C3N. Drug 2: CC1CCCC2(C(O2)CC(NC(=O)CC(C(C(=O)C(C1O)C)(C)C)O)C(=CC3=CSC(=N3)C)C)C. Cell line: ACHN. Synergy scores: CSS=1.41, Synergy_ZIP=-0.130, Synergy_Bliss=1.99, Synergy_Loewe=0.561, Synergy_HSA=0.176.